Dataset: Reaction yield outcomes from USPTO patents with 853,638 reactions. Task: Predict the reaction yield, written as a fraction of the theoretical maximum amount of product (1.0 means a 100% yield; for example, 0.34 means a 34% yield). (1) The reactants are NC1C=CC([NH:8][C:9](=[O:18])[C:10]2[CH:15]=[CH:14][CH:13]=[C:12]([F:16])[C:11]=2[F:17])=CC=1.[F:19][C:20]([F:31])([F:30])[C:21]1O[C:23]([C:26]([F:29])([F:28])[F:27])=[N:24][N:25]=1.[CH3:32][C:33](O)=O.C[N:37]1[C:41](=O)[CH2:40][CH2:39][CH2:38]1. No catalyst specified. The product is [F:19][C:20]([F:31])([F:30])[C:21]1[N:37]([C:41]2[CH:40]=[CH:39][CH:38]=[CH:33][C:32]=2[C:13]2[CH:14]=[CH:15][C:10]([C:9]([NH2:8])=[O:18])=[C:11]([F:17])[C:12]=2[F:16])[C:23]([C:26]([F:29])([F:28])[F:27])=[N:24][N:25]=1. The yield is 0.840. (2) The reactants are CN(C(ON1N=NC2C=CC=CC1=2)=[N+](C)C)C.F[P-](F)(F)(F)(F)F.[Na+].[CH:26]([N:29]1[C:33]([C:34]2[CH:39]=[CH:38][N:37]=[C:36]([NH:40][C:41]3[CH:49]=[CH:48][C:44]([C:45]([O-:47])=O)=[CH:43][CH:42]=3)[N:35]=2)=[CH:32][N:31]=[C:30]1[CH3:50])([CH3:28])[CH3:27].Cl.[NH2:52][CH:53]1[CH2:57][CH2:56][S:55](=[O:59])(=[O:58])[CH2:54]1.CCN(C(C)C)C(C)C. The catalyst is CN(C=O)C.CCOC(C)=O. The product is [O:58]=[S:55]1(=[O:59])[CH2:56][CH2:57][CH:53]([NH:52][C:45](=[O:47])[C:44]2[CH:48]=[CH:49][C:41]([NH:40][C:36]3[N:35]=[C:34]([C:33]4[N:29]([CH:26]([CH3:27])[CH3:28])[C:30]([CH3:50])=[N:31][CH:32]=4)[CH:39]=[CH:38][N:37]=3)=[CH:42][CH:43]=2)[CH2:54]1. The yield is 0.490.